Dataset: NCI-60 drug combinations with 297,098 pairs across 59 cell lines. Task: Regression. Given two drug SMILES strings and cell line genomic features, predict the synergy score measuring deviation from expected non-interaction effect. Drug 1: CS(=O)(=O)CCNCC1=CC=C(O1)C2=CC3=C(C=C2)N=CN=C3NC4=CC(=C(C=C4)OCC5=CC(=CC=C5)F)Cl. Drug 2: C1CN1C2=NC(=NC(=N2)N3CC3)N4CC4. Cell line: SNB-19. Synergy scores: CSS=16.5, Synergy_ZIP=-9.06, Synergy_Bliss=-1.07, Synergy_Loewe=-16.1, Synergy_HSA=-3.36.